Dataset: Catalyst prediction with 721,799 reactions and 888 catalyst types from USPTO. Task: Predict which catalyst facilitates the given reaction. (1) Reactant: COC[C:4]([N:6](C)[C:7]1[CH:8]=[C:9]([C:13]2[N:14]=[C:15]([CH2:18][N:19]3[CH:23]=[C:22]([C:24]([O:26]CC)=[O:25])[CH:21]=[N:20]3)[S:16][CH:17]=2)[CH:10]=[CH:11][CH:12]=1)=O.[OH-].[Na+].Cl. Product: [CH3:4][NH:6][C:7]1[CH:8]=[C:9]([C:13]2[N:14]=[C:15]([CH2:18][N:19]3[CH:23]=[C:22]([C:24]([OH:26])=[O:25])[CH:21]=[N:20]3)[S:16][CH:17]=2)[CH:10]=[CH:11][CH:12]=1. The catalyst class is: 823. (2) Reactant: [Br:1][C:2]1[NH:6][N:5]=[C:4]([CH:7]2[CH2:12][CH2:11][N:10]([C:13]([O:15][C:16]([CH3:19])([CH3:18])[CH3:17])=[O:14])[CH2:9][CH2:8]2)[N:3]=1.[N+](=[CH:22][Si](C)(C)C)=[N-].CCCCCC. Product: [Br:1][C:2]1[N:6]([CH3:22])[N:5]=[C:4]([CH:7]2[CH2:12][CH2:11][N:10]([C:13]([O:15][C:16]([CH3:19])([CH3:18])[CH3:17])=[O:14])[CH2:9][CH2:8]2)[N:3]=1. The catalyst class is: 224. (3) Reactant: [CH:1]1([CH2:7][CH2:8][N:9]([C:11]2[CH:16]=[CH:15][C:14]([CH3:17])=[CH:13][CH:12]=2)N)[CH2:6][CH2:5][CH2:4][CH2:3][CH2:2]1.CCO.C(O[CH:24](OCC)[CH2:25][CH2:26][CH2:27][NH:28][CH3:29])C. Product: [CH:1]1([CH2:7][CH2:8][N:9]2[C:11]3[C:16](=[CH:15][C:14]([CH3:17])=[CH:13][CH:12]=3)[C:25]([CH2:26][CH2:27][NH:28][CH3:29])=[CH:24]2)[CH2:6][CH2:5][CH2:4][CH2:3][CH2:2]1. The catalyst class is: 223. (4) Reactant: Cl[C:2]1[N:7]=[C:6]2[N:8]([CH3:11])[N:9]=[CH:10][C:5]2=[C:4]([O:12][C:13]2[CH:18]=[CH:17][CH:16]=[C:15]([O:19][CH3:20])[CH:14]=2)[N:3]=1.[NH:21]1[C:29]2[C:24](=[CH:25][CH:26]=[CH:27][CH:28]=2)[C:23](B2OC(C)(C)C(C)(C)O2)=[N:22]1. Product: [NH:21]1[C:29]2[C:24](=[C:25]([C:2]3[N:7]=[C:6]4[N:8]([CH3:11])[N:9]=[CH:10][C:5]4=[C:4]([O:12][C:13]4[CH:18]=[CH:17][CH:16]=[C:15]([O:19][CH3:20])[CH:14]=4)[N:3]=3)[CH:26]=[CH:27][CH:28]=2)[CH:23]=[N:22]1. The catalyst class is: 6. (5) Reactant: [OH-].[Na+].[C:3]([O:7][CH2:8][C:9]1[CH:10]=[C:11]([C:15]2[CH:16]=[CH:17][C:18]([NH:21]C(=O)C)=[N:19][CH:20]=2)[CH:12]=[CH:13][CH:14]=1)([CH3:6])([CH3:5])[CH3:4]. Product: [C:3]([O:7][CH2:8][C:9]1[CH:10]=[C:11]([C:15]2[CH:16]=[CH:17][C:18]([NH2:21])=[N:19][CH:20]=2)[CH:12]=[CH:13][CH:14]=1)([CH3:6])([CH3:4])[CH3:5]. The catalyst class is: 40. (6) Reactant: [Br:1][C:2]1[CH:3]=[C:4]([C:10]([N:12]2[CH2:17][CH2:16][O:15][C:14]3[CH:18]=[CH:19][N:20]=[CH:21][C:13]2=3)=[O:11])[CH:5]=[C:6]([Br:9])[C:7]=1[OH:8].[ClH:22].O1CCOCC1. Product: [ClH:22].[Br:1][C:2]1[CH:3]=[C:4]([C:10]([N:12]2[CH2:17][CH2:16][O:15][C:14]3[CH:18]=[CH:19][N:20]=[CH:21][C:13]2=3)=[O:11])[CH:5]=[C:6]([Br:9])[C:7]=1[OH:8]. The catalyst class is: 7.